This data is from NCI-60 drug combinations with 297,098 pairs across 59 cell lines. The task is: Regression. Given two drug SMILES strings and cell line genomic features, predict the synergy score measuring deviation from expected non-interaction effect. (1) Drug 1: CC1C(C(CC(O1)OC2CC(CC3=C2C(=C4C(=C3O)C(=O)C5=C(C4=O)C(=CC=C5)OC)O)(C(=O)C)O)N)O.Cl. Drug 2: CCC1=C2CN3C(=CC4=C(C3=O)COC(=O)C4(CC)O)C2=NC5=C1C=C(C=C5)O. Cell line: COLO 205. Synergy scores: CSS=53.5, Synergy_ZIP=-3.16, Synergy_Bliss=-4.57, Synergy_Loewe=-4.91, Synergy_HSA=-2.48. (2) Drug 1: C1CCC(CC1)NC(=O)N(CCCl)N=O. Drug 2: C1=C(C(=O)NC(=O)N1)N(CCCl)CCCl. Cell line: UACC-257. Synergy scores: CSS=25.0, Synergy_ZIP=-0.346, Synergy_Bliss=7.14, Synergy_Loewe=2.14, Synergy_HSA=5.28.